This data is from Experimentally validated miRNA-target interactions with 360,000+ pairs, plus equal number of negative samples. The task is: Binary Classification. Given a miRNA mature sequence and a target amino acid sequence, predict their likelihood of interaction. The miRNA is mmu-miR-7036a-3p with sequence CCGUCCUCAUCCGCUCCUCCCAG. The protein sequence of the target gene is MNSGGGLPPPSAAASPSSSSLAAAVAVVAPPGVGGVPGGAAVGVKLKYCRYYAKDKTCFYGEECQFLHEDPAAGAAPGLGLHSNSVPLALAGAPVAGFPPGAVAGGGAGPPPGPKKPDLGDPGTGAAAGGGGSSGGLDGPRLAIPGMDGGALTDTSLTDSYFSTSFIGVNGFGSPVETKYPLMQRMTNSSSSPSLLNDSAKPYSAHDPLTSPASSLFNDFGALNISQRRKPRKYRLGMLEERLVPMGSKARKAKNPIGCLADRCKSGVPINMVWWNRVTENNLQTPNPTASEFIPKGGST.... Result: 0 (no interaction).